This data is from Reaction yield outcomes from USPTO patents with 853,638 reactions. The task is: Predict the reaction yield, written as a fraction of the theoretical maximum amount of product (1.0 means a 100% yield; for example, 0.34 means a 34% yield). (1) The reactants are C(OC([N:11]1[CH2:16][CH2:15][N:14]([C:17]([C:19]2[S:44][C:22]3=[CH:23][CH:24]=[C:25]4[C:30]([N:29]=[C:28]([NH:31][C:32]5[CH:37]=[CH:36][CH:35]=[C:34]([N:38]6[CH2:43][CH2:42][CH2:41][CH2:40][CH2:39]6)[CH:33]=5)[N:27]=[CH:26]4)=[C:21]3[CH:20]=2)=[O:18])[CH2:13][CH2:12]1)=O)C1C=CC=CC=1.Br.CO. The catalyst is C(Cl)Cl. The product is [N:14]1([C:17]([C:19]2[S:44][C:22]3=[CH:23][CH:24]=[C:25]4[C:30]([N:29]=[C:28]([NH:31][C:32]5[CH:37]=[CH:36][CH:35]=[C:34]([N:38]6[CH2:43][CH2:42][CH2:41][CH2:40][CH2:39]6)[CH:33]=5)[N:27]=[CH:26]4)=[C:21]3[CH:20]=2)=[O:18])[CH2:15][CH2:16][NH:11][CH2:12][CH2:13]1. The yield is 0.600. (2) The reactants are [Br:1][C:2]1[CH:27]=[CH:26][C:5]([CH2:6][CH:7]2[CH2:12][CH2:11][N:10]([CH2:13][CH2:14][C:15]3[CH:16]=[C:17]4[C:22](=[CH:23][CH:24]=3)[O:21][CH2:20][CH2:19][C:18]4=[O:25])[CH2:9][CH2:8]2)=[CH:4][C:3]=1[O:28][CH2:29][CH2:30][O:31][CH3:32].O.[C:34]1([S:40]([OH:43])(=[O:42])=[O:41])[CH:39]=[CH:38][CH:37]=[CH:36][CH:35]=1. No catalyst specified. The product is [C:34]1([S:40]([OH:43])(=[O:42])=[O:41])[CH:39]=[CH:38][CH:37]=[CH:36][CH:35]=1.[Br:1][C:2]1[CH:27]=[CH:26][C:5]([CH2:6][CH:7]2[CH2:12][CH2:11][N:10]([CH2:13][CH2:14][C:15]3[CH:16]=[C:17]4[C:22](=[CH:23][CH:24]=3)[O:21][CH2:20][CH2:19][C:18]4=[O:25])[CH2:9][CH2:8]2)=[CH:4][C:3]=1[O:28][CH2:29][CH2:30][O:31][CH3:32]. The yield is 0.880. (3) The reactants are C[C@H]1P(CCP2[C@H](C)CC[C@H]2C)[C@H](C)CC1.[CH3:17][O:18][C:19]1[CH:32]=[CH:31][C:22]2[C:23]([CH2:26][C:27]([O:29][CH3:30])=[O:28])=[CH:24][O:25][C:21]=2[CH:20]=1.[H][H]. The catalyst is CO. The product is [CH3:17][O:18][C:19]1[CH:32]=[CH:31][C:22]2[CH:23]([CH2:26][C:27]([O:29][CH3:30])=[O:28])[CH2:24][O:25][C:21]=2[CH:20]=1. The yield is 0.243. (4) The reactants are [Cl:1][C:2]1[CH:3]=[C:4]2[C:9](=[CH:10][CH:11]=1)[N:8]=[C:7]([O:12][CH3:13])[C:6]([NH:14][C:15](=[O:19])OCC)=[N:5]2.[F:20][C:21]1[CH:26]=[CH:25][CH:24]=[CH:23][C:22]=1[N:27]1[CH2:32][CH2:31][NH:30][CH2:29][CH2:28]1. No catalyst specified. The product is [Cl:1][C:2]1[CH:3]=[C:4]2[C:9](=[CH:10][CH:11]=1)[N:8]=[C:7]([O:12][CH3:13])[C:6]([NH:14][C:15]([N:30]1[CH2:29][CH2:28][N:27]([C:22]3[CH:23]=[CH:24][CH:25]=[CH:26][C:21]=3[F:20])[CH2:32][CH2:31]1)=[O:19])=[N:5]2. The yield is 0.800. (5) The reactants are [N:1]1([C:7]2[N:12]=[C:11]([N:13]3[CH:18]4[CH2:19][CH2:20][CH:14]3[CH2:15][O:16][CH2:17]4)[N:10]=[C:9]([C:21]3[CH:27]=[CH:26][C:24]([NH2:25])=[CH:23][CH:22]=3)[N:8]=2)[CH2:6][CH2:5][O:4][CH2:3][CH2:2]1.Cl[C:29](Cl)([O:31]C(=O)OC(Cl)(Cl)Cl)Cl.[NH2:40][C:41]1[CH:49]=[CH:48][C:44]([C:45]([NH2:47])=[O:46])=[CH:43][CH:42]=1. No catalyst specified. The product is [N:1]1([C:7]2[N:12]=[C:11]([N:13]3[CH:14]4[CH2:20][CH2:19][CH:18]3[CH2:17][O:16][CH2:15]4)[N:10]=[C:9]([C:21]3[CH:27]=[CH:26][C:24]([NH:25][C:29]([NH:40][C:41]4[CH:49]=[CH:48][C:44]([C:45]([NH2:47])=[O:46])=[CH:43][CH:42]=4)=[O:31])=[CH:23][CH:22]=3)[N:8]=2)[CH2:2][CH2:3][O:4][CH2:5][CH2:6]1. The yield is 0.330. (6) The reactants are [CH3:1][O:2][C:3](=[O:7])[C:4](Cl)=[O:5].[NH2:8][C:9]1[CH:26]=[CH:25][C:12]([O:13][CH:14]2[CH2:19][CH2:18][CH:17]([C:20]([O:22][CH2:23][CH3:24])=[O:21])[CH2:16][CH2:15]2)=[CH:11][C:10]=1[N+:27]([O-:29])=[O:28].N1C=CC=CC=1.Cl. The catalyst is C(Cl)Cl.CCOC(C)=O. The product is [CH3:1][O:2][C:3]([C:4]([NH:8][C:9]1[CH:26]=[CH:25][C:12]([O:13][C@H:14]2[CH2:19][CH2:18][C@H:17]([C:20]([O:22][CH2:23][CH3:24])=[O:21])[CH2:16][CH2:15]2)=[CH:11][C:10]=1[N+:27]([O-:29])=[O:28])=[O:5])=[O:7]. The yield is 0.120.